From a dataset of Full USPTO retrosynthesis dataset with 1.9M reactions from patents (1976-2016). Predict the reactants needed to synthesize the given product. (1) Given the product [NH2:8][C@H:9]([CH2:12][O:13][CH2:14][C:15]1[CH:20]=[CH:19][CH:18]=[C:17]([C:21]2[N:25]([CH2:26][CH2:27][C:28]#[N:29])[N:24]=[N:23][N:22]=2)[CH:16]=1)[C:10]#[N:11], predict the reactants needed to synthesize it. The reactants are: C(OC([NH:8][C@H:9]([CH2:12][O:13][CH2:14][C:15]1[CH:20]=[CH:19][CH:18]=[C:17]([C:21]2[N:25]([CH2:26][CH2:27][C:28]#[N:29])[N:24]=[N:23][N:22]=2)[CH:16]=1)[C:10]#[N:11])=O)(C)(C)C. (2) Given the product [O:16]=[C:5]1[C:4]2[CH:3]=[C:2]([NH:1][C:17]([CH2:18][CH2:19][CH2:20][C:21]([OH:23])=[O:22])=[O:24])[CH:15]=[CH:14][C:13]=2[S:12][C:11]2[C:6]1=[CH:7][CH:8]=[CH:9][CH:10]=2, predict the reactants needed to synthesize it. The reactants are: [NH2:1][C:2]1[CH:15]=[CH:14][C:13]2[S:12][C:11]3[C:6](=[CH:7][CH:8]=[CH:9][CH:10]=3)[C:5](=[O:16])[C:4]=2[CH:3]=1.[C:17]1(=[O:24])[O:23][C:21](=[O:22])[CH2:20][CH2:19][CH2:18]1. (3) Given the product [CH3:3][CH:2]([CH3:4])[C:1]([N:6]1[CH2:11][CH2:10][NH:9][CH2:8][CH2:7]1)=[O:5], predict the reactants needed to synthesize it. The reactants are: [C:1]([N:6]1[CH2:11][CH2:10][N:9](C(OC(C)(C)C)=O)[CH2:8][CH2:7]1)(=[O:5])[CH:2]([CH3:4])[CH3:3].Cl.CO. (4) Given the product [NH2:1][C:2]1[N:3]=[CH:4][C:5]([C:8]2[CH:13]=[CH:12][C:11]([C:14]3[CH:19]=[CH:18][C:17]([C:20]([F:23])([F:21])[F:22])=[CH:16][C:15]=3[O:24][C:27]3[CH:32]=[CH:31][N:30]=[C:29]([NH2:33])[N:28]=3)=[CH:10][C:9]=2[F:25])=[N:6][CH:7]=1, predict the reactants needed to synthesize it. The reactants are: [NH2:1][C:2]1[N:3]=[CH:4][C:5]([C:8]2[CH:13]=[CH:12][C:11]([C:14]3[C:15]([OH:24])=[CH:16][C:17]([C:20]([F:23])([F:22])[F:21])=[CH:18][CH:19]=3)=[CH:10][C:9]=2[F:25])=[N:6][CH:7]=1.Cl[C:27]1[CH:32]=[CH:31][N:30]=[C:29]([NH2:33])[N:28]=1.C([O-])([O-])=O.[Cs+].[Cs+]. (5) The reactants are: [CH3:1][N:2]1[C:7](=[O:8])[C:6]([C:9]2[CH:14]=[CH:13][C:12]([O:15][C:16]3[CH:21]=[CH:20][N:19]=[C:18]([C:22]4[CH:23]=[N:24][N:25]([CH3:27])[CH:26]=4)[CH:17]=3)=[C:11]([CH3:28])[N:10]=2)=[CH:5][N:4]=[C:3]1SC.[NH:31]1[CH2:35][CH2:34][CH2:33][CH2:32]1. Given the product [CH3:1][N:2]1[C:7](=[O:8])[C:6]([C:9]2[CH:14]=[CH:13][C:12]([O:15][C:16]3[CH:21]=[CH:20][N:19]=[C:18]([C:22]4[CH:23]=[N:24][N:25]([CH3:27])[CH:26]=4)[CH:17]=3)=[C:11]([CH3:28])[N:10]=2)=[CH:5][N:4]=[C:3]1[N:31]1[CH2:35][CH2:34][CH2:33][CH2:32]1, predict the reactants needed to synthesize it. (6) Given the product [Br:6][C:7]1[C:8]([F:25])=[CH:9][C:10]([NH2:22])=[C:11]([O:13][C:14]2[CH:15]=[CH:16][C:17]([O:20][CH3:21])=[CH:18][CH:19]=2)[CH:12]=1, predict the reactants needed to synthesize it. The reactants are: C(O)(=O)C.O.[Br:6][C:7]1[CH:12]=[C:11]([O:13][C:14]2[CH:19]=[CH:18][C:17]([O:20][CH3:21])=[CH:16][CH:15]=2)[C:10]([N+:22]([O-])=O)=[CH:9][C:8]=1[F:25]. (7) Given the product [CH3:20][O:21][C:22](=[O:33])[CH2:23][CH2:24][C:25]1[CH:30]=[CH:29][C:28]([O:18][CH2:17][CH:16]([C:10]2[O:9][C:8]([C:5]3[CH:4]=[CH:3][C:2]([Br:1])=[CH:7][CH:6]=3)=[N:12][C:11]=2[CH:13]([CH3:15])[CH3:14])[CH3:19])=[CH:27][C:26]=1[CH3:32], predict the reactants needed to synthesize it. The reactants are: [Br:1][C:2]1[CH:7]=[CH:6][C:5]([C:8]2[O:9][C:10]([CH:16]([CH3:19])[CH2:17][OH:18])=[C:11]([CH:13]([CH3:15])[CH3:14])[N:12]=2)=[CH:4][CH:3]=1.[CH3:20][O:21][C:22](=[O:33])[CH2:23][CH2:24][C:25]1[CH:30]=[CH:29][C:28](O)=[CH:27][C:26]=1[CH3:32].C(P(CCCC)CCCC)CCC.N(C(N1CCCCC1)=O)=NC(N1CCCCC1)=O.